Predict the reactants needed to synthesize the given product. From a dataset of Full USPTO retrosynthesis dataset with 1.9M reactions from patents (1976-2016). (1) Given the product [CH:8]12[O:9][CH:1]1[CH2:2][CH2:3][CH:4]=[CH:5][CH2:6][CH2:7]2, predict the reactants needed to synthesize it. The reactants are: [CH:1]12[O:9][CH:8]1[CH2:7][CH2:6][CH:5]=[CH:4][CH2:3][CH2:2]2.C(OC)(=O)C1C=CC=CC=1. (2) Given the product [NH2:9][N+:6]1[CH:7]=[CH:8][C:3]([O:2][CH3:1])=[CH:4][CH:5]=1.[N+:9]([C:12]1[CH:17]=[C:16]([N+:18]([O-:20])=[O:19])[CH:15]=[CH:14][C:13]=1[O-:21])([O-:11])=[O:10], predict the reactants needed to synthesize it. The reactants are: [CH3:1][O:2][C:3]1[CH:8]=[CH:7][N:6]=[CH:5][CH:4]=1.[N+:9]([C:12]1[CH:17]=[C:16]([N+:18]([O-:20])=[O:19])[CH:15]=[CH:14][C:13]=1[O:21]N)([O-:11])=[O:10].CCOCC. (3) Given the product [F:1][C:2]([F:7])([F:6])[C:3]([OH:5])=[O:4].[NH2:15][CH2:16][C@H:17]1[CH2:22][CH2:21][C@H:20]([C:23]([NH:25][C@@H:26]([CH2:27][C:28]2[CH:33]=[CH:32][C:31]([C:34]3[CH:35]=[CH:36][C:37]([C:40]([N:42]4[CH2:43][CH2:44][NH:45][CH2:46][CH2:47]4)=[O:41])=[CH:38][CH:39]=3)=[CH:30][CH:29]=2)[C:55](=[O:68])[NH:56][C:57]2[CH:62]=[CH:61][C:60]([C:63]3[N:67]=[N:66][NH:65][N:64]=3)=[CH:59][CH:58]=2)=[O:24])[CH2:19][CH2:18]1, predict the reactants needed to synthesize it. The reactants are: [F:1][C:2]([F:7])([F:6])[C:3]([OH:5])=[O:4].C(OC([NH:15][CH2:16][C@H:17]1[CH2:22][CH2:21][C@H:20]([C:23]([NH:25][C@H:26]([C:55](=[O:68])[NH:56][C:57]2[CH:62]=[CH:61][C:60]([C:63]3[N:64]=[N:65][NH:66][N:67]=3)=[CH:59][CH:58]=2)[CH2:27][C:28]2[CH:33]=[CH:32][C:31]([C:34]3[CH:39]=[CH:38][C:37]([C:40]([N:42]4[CH2:47][CH2:46][N:45](C(OC(C)(C)C)=O)[CH2:44][CH2:43]4)=[O:41])=[CH:36][CH:35]=3)=[CH:30][CH:29]=2)=[O:24])[CH2:19][CH2:18]1)=O)(C)(C)C.Cl. (4) Given the product [NH2:1][C:2]1[C:3]([C:13]([NH:16][CH2:17][CH2:18][N:19]2[CH2:24][CH2:23][O:22][CH2:21][CH2:20]2)=[O:15])=[N:4][C:5]([Br:12])=[C:6]([C:8]([F:9])([F:10])[F:11])[N:7]=1, predict the reactants needed to synthesize it. The reactants are: [NH2:1][C:2]1[C:3]([C:13]([OH:15])=O)=[N:4][C:5]([Br:12])=[C:6]([C:8]([F:11])([F:10])[F:9])[N:7]=1.[NH2:16][CH2:17][CH2:18][N:19]1[CH2:24][CH2:23][O:22][CH2:21][CH2:20]1.CCN(C(C)C)C(C)C.CN(C(ON1N=NC2C=CC=NC1=2)=[N+](C)C)C.F[P-](F)(F)(F)(F)F. (5) Given the product [Cl:10][C:6]1[C:3]([CH:4]=[O:5])=[C:2]([CH3:11])[N:9]=[CH:8][CH:7]=1, predict the reactants needed to synthesize it. The reactants are: Cl[C:2]1[N:9]=[CH:8][CH:7]=[C:6]([Cl:10])[C:3]=1[CH:4]=[O:5].[CH3:11]B1OB(C)OB(C)O1.C([O-])([O-])=O.[Cs+].[Cs+]. (6) Given the product [CH3:1][O:2][C:3](=[O:4])[CH:5]([NH:13][C:14](=[O:15])[C:16]1[C:21]([C:36]2[CH:37]=[N:38][C:33]([O:32][CH2:25][C:26]3[CH:31]=[CH:30][CH:29]=[CH:28][CH:27]=3)=[N:34][CH:35]=2)=[CH:20][CH:19]=[CH:18][CH:17]=1)[CH2:6][C:7]1[CH:12]=[CH:11][CH:10]=[CH:9][CH:8]=1, predict the reactants needed to synthesize it. The reactants are: [CH3:1][O:2][C:3]([CH:5]([NH:13][C:14]([C:16]1[CH:21]=[CH:20][C:19](B(O)O)=[CH:18][CH:17]=1)=[O:15])[CH2:6][C:7]1[CH:12]=[CH:11][CH:10]=[CH:9][CH:8]=1)=[O:4].[CH2:25]([O:32][C:33]1[N:38]=[CH:37][C:36](Br)=[CH:35][N:34]=1)[C:26]1[CH:31]=[CH:30][CH:29]=[CH:28][CH:27]=1.C(=O)([O-])[O-].[Na+].[Na+].